Dataset: Full USPTO retrosynthesis dataset with 1.9M reactions from patents (1976-2016). Task: Predict the reactants needed to synthesize the given product. (1) Given the product [N:1]1([CH2:7][C:8]2[CH:9]=[CH:10][C:11]([C@@H:14]3[NH:18][C@H:17]([C:19]([OH:21])=[O:20])[CH2:16][CH2:15]3)=[CH:12][CH:13]=2)[CH2:6][CH2:5][O:4][CH2:3][CH2:2]1, predict the reactants needed to synthesize it. The reactants are: [N:1]1([CH2:7][C:8]2[CH:13]=[CH:12][C:11]([C:14]3[CH2:15][CH2:16][C@@H:17]([C:19]([OH:21])=[O:20])[N:18]=3)=[CH:10][CH:9]=2)[CH2:6][CH2:5][O:4][CH2:3][CH2:2]1. (2) Given the product [Br:1][C:2]1[CH:7]=[CH:6][C:5]([NH:8][C:9]2[C:10]([C:17]([NH:71][O:70][CH2:69][C@@H:67]([OH:68])[CH2:66][OH:65])=[O:19])=[CH:11][N:12]([CH3:16])[C:13](=[O:15])[CH:14]=2)=[C:4]([CH3:20])[CH:3]=1, predict the reactants needed to synthesize it. The reactants are: [Br:1][C:2]1[CH:7]=[CH:6][C:5]([NH:8][C:9]2[C:10]([C:17]([OH:19])=O)=[CH:11][N:12]([CH3:16])[C:13](=[O:15])[CH:14]=2)=[C:4]([CH3:20])[CH:3]=1.CCN(C(C)C)C(C)C.C1CN([P+](ON2N=NC3C=CC=CC2=3)(N2CCCC2)N2CCCC2)CC1.F[P-](F)(F)(F)(F)F.CC1(C)[O:68][C@H:67]([CH2:69][O:70][NH2:71])[CH2:66][O:65]1.